Dataset: TCR-epitope binding with 47,182 pairs between 192 epitopes and 23,139 TCRs. Task: Binary Classification. Given a T-cell receptor sequence (or CDR3 region) and an epitope sequence, predict whether binding occurs between them. The epitope is YIFFASFYY. The TCR CDR3 sequence is CASSLGQGSGAEAFF. Result: 1 (the TCR binds to the epitope).